Dataset: Forward reaction prediction with 1.9M reactions from USPTO patents (1976-2016). Task: Predict the product of the given reaction. (1) The product is: [F:9][C:10]([F:16])([F:15])[C:27]([OH:33])=[O:45].[C:35]1([S:34][C:19]2[CH:20]=[C:21]([C:24]3[NH:32][C:31]4[CH2:30][CH2:29][NH:28][C:27](=[O:33])[C:26]=4[CH:25]=3)[CH:22]=[CH:23][N:18]=2)[CH:40]=[CH:39][CH:38]=[CH:37][CH:36]=1. Given the reactants [S-]C1C=CC=CC=1.[Na+].[F:9][C:10]([F:16])([F:15])S([O-])(=O)=O.C[N+:18]1[CH:23]=[CH:22][C:21]([C:24]2[NH:32][C:31]3[CH2:30][CH2:29][NH:28][C:27](=[O:33])[C:26]=3[CH:25]=2)=[CH:20][C:19]=1[S:34][C:35]1[CH:40]=[CH:39][CH:38]=[CH:37][CH:36]=1.CN(C=[O:45])C, predict the reaction product. (2) The product is: [NH:6]1[C:7]2[C:3](=[CH:2][CH:10]=[CH:9][CH:8]=2)[CH2:4][CH2:5]1. Given the reactants O[C:2]1[CH:10]=[CH:9][CH:8]=[C:7]2[C:3]=1[CH:4]=[CH:5][NH:6]2.C([BH3-])#N.[Na+], predict the reaction product. (3) Given the reactants [Cl:1][C:2]1[CH:3]=[C:4]([NH:19][C:20]2[C:30]3[CH:29]=[C:28]([C:31]([OH:33])=O)[CH2:27][CH2:26][NH:25][C:24]=3[N:23]=[CH:22][N:21]=2)[CH:5]=[CH:6][C:7]=1[O:8][C:9]1[CH:14]=[CH:13][CH:12]=[C:11]([C:15]([F:18])([F:17])[F:16])[CH:10]=1.Cl.[CH3:35][O:36][CH2:37][CH2:38][S:39]([CH2:42][CH2:43][NH2:44])(=[O:41])=[O:40].Cl.C(N=C=NCCCN(C)C)C.O.ON1C2C=CC=CC=2N=N1, predict the reaction product. The product is: [Cl:1][C:2]1[CH:3]=[C:4]([NH:19][C:20]2[C:30]3[CH:29]=[C:28]([C:31]([NH:44][CH2:43][CH2:42][S:39]([CH2:38][CH2:37][O:36][CH3:35])(=[O:41])=[O:40])=[O:33])[CH2:27][CH2:26][NH:25][C:24]=3[N:23]=[CH:22][N:21]=2)[CH:5]=[CH:6][C:7]=1[O:8][C:9]1[CH:14]=[CH:13][CH:12]=[C:11]([C:15]([F:17])([F:16])[F:18])[CH:10]=1. (4) Given the reactants C([O:3][C:4](=[O:24])[C:5]1[CH:10]=[CH:9][CH:8]=[C:7]([NH:11][C:12](=[O:23])[C:13]2[CH:18]=[CH:17][CH:16]=[CH:15][C:14]=2[C:19]([F:22])([F:21])[F:20])[CH:6]=1)C.[OH-].[Na+], predict the reaction product. The product is: [F:20][C:19]([F:21])([F:22])[C:14]1[CH:15]=[CH:16][CH:17]=[CH:18][C:13]=1[C:12]([NH:11][C:7]1[CH:6]=[C:5]([CH:10]=[CH:9][CH:8]=1)[C:4]([OH:24])=[O:3])=[O:23]. (5) The product is: [CH3:1][N:2]1[C:7]2[S:8][C:9]([CH3:14])=[C:10]([CH2:11][C:12]([OH:20])=[O:13])[C:6]=2[C:5](=[O:15])[N:4]([CH3:16])[C:3]1=[O:17]. Given the reactants [CH3:1][N:2]1[C:7]2[S:8][C:9]([CH3:14])=[C:10]([CH2:11][CH:12]=[O:13])[C:6]=2[C:5](=[O:15])[N:4]([CH3:16])[C:3]1=[O:17].S(=O)(=O)([OH:20])N.Cl([O-])=O.[Na+], predict the reaction product.